From a dataset of Forward reaction prediction with 1.9M reactions from USPTO patents (1976-2016). Predict the product of the given reaction. Given the reactants [H-].[Na+].[N:3]1[CH:8]=[CH:7][CH:6]=[CH:5][C:4]=1[SH:9].Br[CH:11]1[CH2:16][CH2:15][N:14]([C:17]([O:19][C:20]([CH3:23])([CH3:22])[CH3:21])=[O:18])[CH2:13][CH2:12]1, predict the reaction product. The product is: [N:3]1[CH:8]=[CH:7][CH:6]=[CH:5][C:4]=1[S:9][CH:11]1[CH2:16][CH2:15][N:14]([C:17]([O:19][C:20]([CH3:23])([CH3:22])[CH3:21])=[O:18])[CH2:13][CH2:12]1.